From a dataset of Experimental lipophilicity measurements (octanol/water distribution) for 4,200 compounds from AstraZeneca. Regression/Classification. Given a drug SMILES string, predict its absorption, distribution, metabolism, or excretion properties. Task type varies by dataset: regression for continuous measurements (e.g., permeability, clearance, half-life) or binary classification for categorical outcomes (e.g., BBB penetration, CYP inhibition). For this dataset (lipophilicity_astrazeneca), we predict Y. (1) The molecule is CN1CCN(c2cc3c(Nc4ccc(F)cc4F)c(C(N)=O)cnc3cc2F)CC1. The Y is 2.63 logD. (2) The drug is OCC[C@@]1(c2cc3ccccc3o2)CCCNC1. The Y is 0.0600 logD.